From a dataset of NCI-60 drug combinations with 297,098 pairs across 59 cell lines. Regression. Given two drug SMILES strings and cell line genomic features, predict the synergy score measuring deviation from expected non-interaction effect. (1) Drug 1: CC1=C(C=C(C=C1)C(=O)NC2=CC(=CC(=C2)C(F)(F)F)N3C=C(N=C3)C)NC4=NC=CC(=N4)C5=CN=CC=C5. Drug 2: CCN(CC)CCCC(C)NC1=C2C=C(C=CC2=NC3=C1C=CC(=C3)Cl)OC. Cell line: T-47D. Synergy scores: CSS=16.1, Synergy_ZIP=-9.44, Synergy_Bliss=-6.32, Synergy_Loewe=4.53, Synergy_HSA=1.37. (2) Synergy scores: CSS=8.56, Synergy_ZIP=-4.62, Synergy_Bliss=-6.32, Synergy_Loewe=-29.7, Synergy_HSA=-5.08. Cell line: NCI/ADR-RES. Drug 1: C1C(C(OC1N2C=C(C(=O)NC2=O)F)CO)O. Drug 2: C1=NNC2=C1C(=O)NC=N2.